Dataset: Reaction yield outcomes from USPTO patents with 853,638 reactions. Task: Predict the reaction yield, written as a fraction of the theoretical maximum amount of product (1.0 means a 100% yield; for example, 0.34 means a 34% yield). (1) The reactants are [C:1]1([N:7]([C:18]2[CH:23]=[CH:22][C:21](B3OC(C)(C)C(C)(C)O3)=[CH:20][CH:19]=2)[C:8]2[C:17]3[C:12](=[CH:13][CH:14]=[CH:15][CH:16]=3)[CH:11]=[CH:10][CH:9]=2)[CH:6]=[CH:5][CH:4]=[CH:3][CH:2]=1.Br[C:34]1[CH:39]=[N:38][C:37]([Br:40])=[CH:36][N:35]=1.C([O-])([O-])=O.[K+].[K+]. The catalyst is O1CCOCC1.O.C1C=CC([P]([Pd]([P](C2C=CC=CC=2)(C2C=CC=CC=2)C2C=CC=CC=2)([P](C2C=CC=CC=2)(C2C=CC=CC=2)C2C=CC=CC=2)[P](C2C=CC=CC=2)(C2C=CC=CC=2)C2C=CC=CC=2)(C2C=CC=CC=2)C2C=CC=CC=2)=CC=1. The product is [Br:40][C:37]1[N:38]=[CH:39][C:34]([C:4]2[CH:3]=[CH:2][C:1]([N:7]([C:18]3[CH:23]=[CH:22][CH:21]=[CH:20][CH:19]=3)[C:8]3[C:17]4[C:12](=[CH:13][CH:14]=[CH:15][CH:16]=4)[CH:11]=[CH:10][CH:9]=3)=[CH:6][CH:5]=2)=[N:35][CH:36]=1. The yield is 0.704. (2) The catalyst is O.C1COCC1. The yield is 0.480. The product is [CH3:12][N:13]([C:9](=[S:11])[C:2]1[CH:7]=[CH:6][CH:5]=[CH:4][CH:3]=1)[NH2:14]. The reactants are Br[C:2]1[CH:7]=[CH:6][CH:5]=[CH:4][CH:3]=1.[Mg].[C:9](=[S:11])=S.[CH3:12][NH:13][NH2:14]. (3) The reactants are Cl[S:2]([C:5]1[CH:6]=[C:7]2[C:11](=[CH:12][CH:13]=1)[NH:10][C:9](=[O:14])[CH2:8]2)(=[O:4])=[O:3].[NH2:15][C:16]1[CH:17]=[N:18][CH:19]=[CH:20][CH:21]=1. The catalyst is N1C=CC=CC=1. The product is [N:18]1[CH:19]=[CH:20][CH:21]=[C:16]([NH:15][S:2]([C:5]2[CH:6]=[C:7]3[C:11](=[CH:12][CH:13]=2)[NH:10][C:9](=[O:14])[CH2:8]3)(=[O:4])=[O:3])[CH:17]=1. The yield is 0.380. (4) The reactants are C([O:8][C:9]1[CH:42]=[CH:41][C:12]([C:13]2[O:14][C:15]3[C:20]([C:21](=[O:40])[C:22]=2OC(CCCCC(OCC2C=CC=CC=2)=O)=O)=[CH:19][CH:18]=[CH:17][CH:16]=3)=[CH:11][CH:10]=1)C1C=CC=CC=1.[H][H]. The catalyst is C1COCC1.C(O)C.CC(O)=O.[OH-].[OH-].[Pd+2]. The product is [OH:8][C:9]1[CH:10]=[CH:11][C:12]([C:13]2[O:14][C:15]3[C:20]([C:21](=[O:40])[CH:22]=2)=[CH:19][CH:18]=[CH:17][CH:16]=3)=[CH:41][CH:42]=1. The yield is 0.550.